Dataset: Catalyst prediction with 721,799 reactions and 888 catalyst types from USPTO. Task: Predict which catalyst facilitates the given reaction. (1) Reactant: [CH:1]1[C:6](Cl)=[CH:5][CH:4]=[C:3](Cl)[CH:2]=1.[CH2:9]([CH:11]([CH2:15][CH2:16][CH2:17][CH3:18])[CH2:12][Mg]Br)[CH3:10]. Product: [CH2:9]([CH:11]([CH2:15][CH2:16][CH2:17][CH3:18])[CH2:12][C:1]1[CH:2]=[CH:3][CH:4]=[CH:5][C:6]=1[CH2:12][CH:11]([CH2:9][CH3:10])[CH2:15][CH2:16][CH2:17][CH3:18])[CH3:10]. The catalyst class is: 6. (2) Reactant: [F:1][C:2]([F:11])([F:10])[C:3]1[CH:7]=[C:6]([CH2:8][NH2:9])[NH:5][N:4]=1.[CH3:12][C:13]([O:16][C:17](O[C:17]([O:16][C:13]([CH3:15])([CH3:14])[CH3:12])=[O:18])=[O:18])([CH3:15])[CH3:14].C(OCC)(=O)C.CCCCCC.O. Product: [F:11][C:2]([F:1])([F:10])[C:3]1[CH:7]=[C:6]([CH2:8][NH:9][C:17](=[O:18])[O:16][C:13]([CH3:15])([CH3:14])[CH3:12])[NH:5][N:4]=1. The catalyst class is: 2. (3) The catalyst class is: 2. Product: [C:15]([O:7][CH2:1][CH2:2][CH2:3][CH2:4][CH:5]=[CH2:6])(=[O:19])[C:16]([CH3:18])=[CH2:17]. Reactant: [CH2:1]([OH:7])[CH2:2][CH2:3][CH2:4][CH:5]=[CH2:6].C(N(CC)CC)C.[C:15](Cl)(=[O:19])[C:16]([CH3:18])=[CH2:17].O.